From a dataset of Full USPTO retrosynthesis dataset with 1.9M reactions from patents (1976-2016). Predict the reactants needed to synthesize the given product. (1) Given the product [Li:10][C:2]1[S:1][CH:5]=[CH:4][CH:3]=1.[CH3:43][C:12]1([CH3:11])[CH2:21][CH:20]=[C:19]([C:2]2[S:1][CH:5]=[CH:4][CH:3]=2)[C:18]2[CH:17]=[C:16](/[CH:30]=[CH:31]/[C:32]3[CH:33]=[CH:34][C:35]([C:36]([O:38][CH2:39][CH3:40])=[O:37])=[CH:41][CH:42]=3)[CH:15]=[CH:14][C:13]1=2, predict the reactants needed to synthesize it. The reactants are: [S:1]1[CH:5]=[CH:4][CH:3]=[CH:2]1.C([Li:10])CCC.[CH3:11][C:12]1([CH3:43])[CH2:21][CH:20]=[C:19](OS(C(F)(F)F)(=O)=O)[C:18]2[CH:17]=[C:16](/[CH:30]=[CH:31]/[C:32]3[CH:42]=[CH:41][C:35]([C:36]([O:38][CH2:39][CH3:40])=[O:37])=[CH:34][CH:33]=3)[CH:15]=[CH:14][C:13]1=2. (2) Given the product [CH3:16][N:13]1[CH2:14][CH2:15][C:11]2([CH2:10][C:9](=[O:21])[C:8]3[C:18](=[CH:19][CH:20]=[C:6](/[CH:5]=[CH:4]/[C:3]([OH:22])=[O:2])[CH:7]=3)[O:17]2)[CH2:12]1, predict the reactants needed to synthesize it. The reactants are: C[O:2][C:3](=[O:22])/[CH:4]=[CH:5]/[C:6]1[CH:7]=[C:8]2[C:18](=[CH:19][CH:20]=1)[O:17][C:11]1([CH2:15][CH2:14][N:13]([CH3:16])[CH2:12]1)[CH2:10][C:9]2=[O:21].Cl. (3) Given the product [Br:1][C:2]1[CH:3]=[CH:4][C:5]2[N:6]([C:8]([C:23]#[C:22][C:20]([CH3:21])([OH:24])[CH3:19])=[CH:9][N:10]=2)[N:7]=1, predict the reactants needed to synthesize it. The reactants are: [Br:1][C:2]1[CH:3]=[CH:4][C:5]2[N:6]([C:8](I)=[CH:9][N:10]=2)[N:7]=1.C(N(CC)CC)C.[CH3:19][C:20]([OH:24])([C:22]#[CH:23])[CH3:21]. (4) Given the product [C:11]([C:15]1[CH:21]=[CH:20][C:18]([NH:19][C:8](=[O:10])[CH2:7][CH2:6][CH:4]2[CH2:3][C:2](=[O:1])[CH2:5]2)=[C:17]([N+:22]([O-:24])=[O:23])[CH:16]=1)([CH3:14])([CH3:12])[CH3:13], predict the reactants needed to synthesize it. The reactants are: [O:1]=[C:2]1[CH2:5][CH:4]([CH2:6][CH2:7][C:8]([OH:10])=O)[CH2:3]1.[C:11]([C:15]1[CH:21]=[CH:20][C:18]([NH2:19])=[C:17]([N+:22]([O-:24])=[O:23])[CH:16]=1)([CH3:14])([CH3:13])[CH3:12]. (5) Given the product [OH:44][CH2:43][C:39]1[CH:40]=[CH:41][C:42]2[N:30]([C:27]3[CH:28]=[CH:29][C:24]([C:21]4[CH:20]=[CH:19][C:18]([N:9]5[C:8]6[CH:7]=[CH:6][C:5]([CH2:3][OH:4])=[CH:17][C:16]=6[C:15]6[C:10]5=[CH:11][CH:12]=[CH:13][CH:14]=6)=[CH:23][CH:22]=4)=[CH:25][CH:26]=3)[C:31]3[C:36]([C:37]=2[CH:38]=1)=[CH:35][CH:34]=[CH:33][CH:32]=3, predict the reactants needed to synthesize it. The reactants are: [BH4-].[Na+].[CH:3]([C:5]1[CH:6]=[CH:7][C:8]2[N:9]([C:18]3[CH:23]=[CH:22][C:21]([C:24]4[CH:29]=[CH:28][C:27]([N:30]5[C:42]6[CH:41]=[CH:40][C:39]([CH:43]=[O:44])=[CH:38][C:37]=6[C:36]6[C:31]5=[CH:32][CH:33]=[CH:34][CH:35]=6)=[CH:26][CH:25]=4)=[CH:20][CH:19]=3)[C:10]3[C:15]([C:16]=2[CH:17]=1)=[CH:14][CH:13]=[CH:12][CH:11]=3)=[O:4].C(O)C.ClCCl.Cl. (6) The reactants are: Br[CH2:2][C:3]1[C:8]([CH:9]([CH3:11])[CH3:10])=[CH:7][C:6]([C:12]([F:15])([F:14])[F:13])=[CH:5][C:4]=1[C:16]1[CH:17]=[CH:18][C:19]([C:22]([NH:24][CH2:25][CH2:26][C:27]([O:29][CH2:30][CH3:31])=[O:28])=[O:23])=[N:20][CH:21]=1.[Cl:32][C:33]1[CH:38]=[C:37]([NH2:39])[CH:36]=[CH:35][C:34]=1[C:40]1[CH:45]=[CH:44][C:43]([C:46]([F:49])([F:48])[F:47])=[CH:42][C:41]=1[CH3:50].CCN(C(C)C)C(C)C. Given the product [Cl:32][C:33]1[CH:38]=[C:37]([NH:39][CH2:2][C:3]2[C:8]([CH:9]([CH3:11])[CH3:10])=[CH:7][C:6]([C:12]([F:15])([F:14])[F:13])=[CH:5][C:4]=2[C:16]2[CH:17]=[CH:18][C:19]([C:22]([NH:24][CH2:25][CH2:26][C:27]([O:29][CH2:30][CH3:31])=[O:28])=[O:23])=[N:20][CH:21]=2)[CH:36]=[CH:35][C:34]=1[C:40]1[CH:45]=[CH:44][C:43]([C:46]([F:47])([F:48])[F:49])=[CH:42][C:41]=1[CH3:50], predict the reactants needed to synthesize it.